This data is from Retrosynthesis with 50K atom-mapped reactions and 10 reaction types from USPTO. The task is: Predict the reactants needed to synthesize the given product. (1) Given the product Cc1c(N)cccc1B1OC(C)(C)C(C)(C)O1, predict the reactants needed to synthesize it. The reactants are: CC1(C)OB(B2OC(C)(C)C(C)(C)O2)OC1(C)C.Cc1c(N)cccc1Br. (2) The reactants are: CC(=O)OC(C)=O.COC(=O)Cc1ccc(-c2csc(N)n2)s1. Given the product COC(=O)Cc1ccc(-c2csc(NC(C)=O)n2)s1, predict the reactants needed to synthesize it.